Dataset: NCI-60 drug combinations with 297,098 pairs across 59 cell lines. Task: Regression. Given two drug SMILES strings and cell line genomic features, predict the synergy score measuring deviation from expected non-interaction effect. (1) Drug 1: CNC(=O)C1=CC=CC=C1SC2=CC3=C(C=C2)C(=NN3)C=CC4=CC=CC=N4. Drug 2: CC1=C(C(=CC=C1)Cl)NC(=O)C2=CN=C(S2)NC3=CC(=NC(=N3)C)N4CCN(CC4)CCO. Cell line: HT29. Synergy scores: CSS=34.2, Synergy_ZIP=5.33, Synergy_Bliss=11.0, Synergy_Loewe=-6.91, Synergy_HSA=10.2. (2) Drug 1: CC1=CC=C(C=C1)C2=CC(=NN2C3=CC=C(C=C3)S(=O)(=O)N)C(F)(F)F. Drug 2: CC1=C(N=C(N=C1N)C(CC(=O)N)NCC(C(=O)N)N)C(=O)NC(C(C2=CN=CN2)OC3C(C(C(C(O3)CO)O)O)OC4C(C(C(C(O4)CO)O)OC(=O)N)O)C(=O)NC(C)C(C(C)C(=O)NC(C(C)O)C(=O)NCCC5=NC(=CS5)C6=NC(=CS6)C(=O)NCCC[S+](C)C)O. Cell line: HOP-62. Synergy scores: CSS=50.3, Synergy_ZIP=-2.04, Synergy_Bliss=-3.24, Synergy_Loewe=-13.4, Synergy_HSA=-2.06. (3) Drug 1: CC1=C2C(C(=O)C3(C(CC4C(C3C(C(C2(C)C)(CC1OC(=O)C(C(C5=CC=CC=C5)NC(=O)OC(C)(C)C)O)O)OC(=O)C6=CC=CC=C6)(CO4)OC(=O)C)OC)C)OC. Drug 2: COC1=CC(=CC(=C1O)OC)C2C3C(COC3=O)C(C4=CC5=C(C=C24)OCO5)OC6C(C(C7C(O6)COC(O7)C8=CC=CS8)O)O. Cell line: DU-145. Synergy scores: CSS=68.5, Synergy_ZIP=2.99, Synergy_Bliss=0.831, Synergy_Loewe=0.601, Synergy_HSA=4.53. (4) Drug 1: C1=NC(=NC(=O)N1C2C(C(C(O2)CO)O)O)N. Drug 2: CN(CC1=CN=C2C(=N1)C(=NC(=N2)N)N)C3=CC=C(C=C3)C(=O)NC(CCC(=O)O)C(=O)O. Cell line: NCIH23. Synergy scores: CSS=31.3, Synergy_ZIP=0.943, Synergy_Bliss=0.255, Synergy_Loewe=-28.1, Synergy_HSA=-0.516. (5) Drug 1: CC1=C(C(CCC1)(C)C)C=CC(=CC=CC(=CC(=O)O)C)C. Drug 2: CC1CCC2CC(C(=CC=CC=CC(CC(C(=O)C(C(C(=CC(C(=O)CC(OC(=O)C3CCCCN3C(=O)C(=O)C1(O2)O)C(C)CC4CCC(C(C4)OC)O)C)C)O)OC)C)C)C)OC. Cell line: TK-10. Synergy scores: CSS=3.19, Synergy_ZIP=1.91, Synergy_Bliss=8.85, Synergy_Loewe=5.23, Synergy_HSA=5.43. (6) Drug 1: CC1C(C(CC(O1)OC2CC(CC3=C2C(=C4C(=C3O)C(=O)C5=C(C4=O)C(=CC=C5)OC)O)(C(=O)CO)O)N)O.Cl. Drug 2: COC1=C(C=C2C(=C1)N=CN=C2NC3=CC(=C(C=C3)F)Cl)OCCCN4CCOCC4. Cell line: SN12C. Synergy scores: CSS=14.2, Synergy_ZIP=-0.361, Synergy_Bliss=4.76, Synergy_Loewe=3.33, Synergy_HSA=4.30. (7) Drug 1: C1=CC(=CC=C1CC(C(=O)O)N)N(CCCl)CCCl.Cl. Drug 2: CC1=C(C=C(C=C1)C(=O)NC2=CC(=CC(=C2)C(F)(F)F)N3C=C(N=C3)C)NC4=NC=CC(=N4)C5=CN=CC=C5. Cell line: A549. Synergy scores: CSS=24.1, Synergy_ZIP=-5.35, Synergy_Bliss=2.17, Synergy_Loewe=0.304, Synergy_HSA=-0.157. (8) Drug 1: C1C(C(OC1N2C=C(C(=O)NC2=O)F)CO)O. Drug 2: CCC1(CC2CC(C3=C(CCN(C2)C1)C4=CC=CC=C4N3)(C5=C(C=C6C(=C5)C78CCN9C7C(C=CC9)(C(C(C8N6C=O)(C(=O)OC)O)OC(=O)C)CC)OC)C(=O)OC)O.OS(=O)(=O)O. Cell line: NCI-H460. Synergy scores: CSS=55.4, Synergy_ZIP=-5.32, Synergy_Bliss=-6.39, Synergy_Loewe=-10.3, Synergy_HSA=-6.11. (9) Drug 1: CC1=C2C(C(=O)C3(C(CC4C(C3C(C(C2(C)C)(CC1OC(=O)C(C(C5=CC=CC=C5)NC(=O)OC(C)(C)C)O)O)OC(=O)C6=CC=CC=C6)(CO4)OC(=O)C)OC)C)OC. Drug 2: CN1C2=C(C=C(C=C2)N(CCCl)CCCl)N=C1CCCC(=O)O.Cl. Cell line: UACC-257. Synergy scores: CSS=29.9, Synergy_ZIP=8.47, Synergy_Bliss=12.7, Synergy_Loewe=-5.52, Synergy_HSA=9.90.